Dataset: Full USPTO retrosynthesis dataset with 1.9M reactions from patents (1976-2016). Task: Predict the reactants needed to synthesize the given product. (1) Given the product [CH3:25][O:26][CH2:27][O:1][C:2]1[CH:3]=[CH:4][C:5]([C:8]2[CH:13]=[CH:12][CH:11]=[CH:10][CH:9]=2)=[CH:6][CH:7]=1, predict the reactants needed to synthesize it. The reactants are: [OH:1][C:2]1[CH:7]=[CH:6][C:5]([C:8]2[CH:13]=[CH:12][CH:11]=[CH:10][CH:9]=2)=[CH:4][CH:3]=1.C1(C)C(S(O)(=O)=O)=CC=CC=1.[CH3:25][O:26][C:27](OC)(C)C.C([O-])(O)=O.[Na+].[OH-].[Na+]. (2) Given the product [F:51][C:50]([F:52])([F:53])[C@H:43]([O:42][C:40]([C:39]1[CH:38]=[CH:37][C:36]([O:24][C:23]([C:20]2[CH:19]=[CH:18][C:17]([C:14]3[CH:15]=[CH:16][C:11]([O:10][CH2:9][CH2:8][CH2:7][CH2:6][O:5][CH2:1][CH2:2][CH2:3][CH2:4][CH3:56])=[C:12]([F:27])[C:13]=3[F:26])=[CH:22][CH:21]=2)=[O:25])=[CH:55][CH:54]=1)=[O:41])[CH2:44][CH2:45][CH2:46][CH2:47][CH2:48][CH3:49], predict the reactants needed to synthesize it. The reactants are: [CH2:1]([O:5][CH2:6][CH2:7][CH2:8][CH2:9][O:10][C:11]1[CH:16]=[CH:15][C:14]([C:17]2[CH:22]=[CH:21][C:20]([C:23]([OH:25])=[O:24])=[CH:19][CH:18]=2)=[C:13]([F:26])[C:12]=1[F:27])[CH2:2][CH2:3][CH3:4].C(O[C:36]1[CH:55]=[CH:54][C:39]([C:40]([O:42][C@@H:43]([C:50]([F:53])([F:52])[F:51])[CH2:44][CH2:45][CH2:46][CH2:47][CH2:48][CH3:49])=[O:41])=[CH:38][CH:37]=1)C1C=CC=CC=1.[CH3:56]N(C1C=CC=CN=1)C. (3) Given the product [NH2:14][C@@H:15]([CH2:23][C:24]1[CH:25]=[N:26][C:27]([NH:30][C:31]([O:33][C:34]([CH3:37])([CH3:36])[CH3:35])=[O:32])=[CH:28][CH:29]=1)[C:16]([O:18][C:19]([CH3:20])([CH3:21])[CH3:22])=[O:17], predict the reactants needed to synthesize it. The reactants are: C(=[N:14][CH:15]([CH2:23][C:24]1[CH:25]=[N:26][C:27]([NH:30][C:31]([O:33][C:34]([CH3:37])([CH3:36])[CH3:35])=[O:32])=[CH:28][CH:29]=1)[C:16]([O:18][C:19]([CH3:22])([CH3:21])[CH3:20])=[O:17])(C1C=CC=CC=1)C1C=CC=CC=1. (4) Given the product [F:23][C:24]([F:28])([F:27])[CH2:25][NH:26][C:36]([C:32]1[CH:31]=[C:30]([Cl:29])[CH:35]=[CH:34][N:33]=1)=[O:37], predict the reactants needed to synthesize it. The reactants are: ON1C2C=CC=CC=2N=N1.Cl.CN(C)CCCN=C=NCC.[F:23][C:24]([F:28])([F:27])[CH2:25][NH2:26].[Cl:29][C:30]1[CH:35]=[CH:34][N:33]=[C:32]([C:36](O)=[O:37])[CH:31]=1. (5) The reactants are: [NH:1]1[C:10]2[C:5](=[CH:6][CH:7]=[CH:8][CH:9]=2)[CH2:4][CH2:3][CH2:2]1.C(N(CC)CC)C.O1CCCC1.[S:23]1[C:27]2[C:28]3[CH:36]=[CH:35][CH:34]=[CH:33][C:29]=3[O:30][CH2:31][CH2:32][C:26]=2[CH:25]=[C:24]1[C:37](Cl)=[O:38]. Given the product [S:23]1[C:27]2[C:28]3[CH:36]=[CH:35][CH:34]=[CH:33][C:29]=3[O:30][CH2:31][CH2:32][C:26]=2[CH:25]=[C:24]1[C:37]([N:1]1[C:10]2[C:5](=[CH:6][CH:7]=[CH:8][CH:9]=2)[CH2:4][CH2:3][CH2:2]1)=[O:38], predict the reactants needed to synthesize it.